From a dataset of Forward reaction prediction with 1.9M reactions from USPTO patents (1976-2016). Predict the product of the given reaction. (1) Given the reactants [Cl:1][C:2]1[CH:7]=[C:6]([N+:8]([O-:10])=[O:9])[CH:5]=[CH:4][C:3]=1F.[Cl:12][C:13]1[CH:14]=[CH:15][C:16]([OH:23])=[C:17]2[C:21]=1[NH:20][C:19](=[O:22])[CH2:18]2.C(=O)([O-])[O-].[K+].[K+].O, predict the reaction product. The product is: [Cl:12][C:13]1[CH:14]=[CH:15][C:16]([O:23][C:3]2[CH:4]=[CH:5][C:6]([N+:8]([O-:10])=[O:9])=[CH:7][C:2]=2[Cl:1])=[C:17]2[C:21]=1[NH:20][C:19](=[O:22])[CH2:18]2. (2) The product is: [CH3:17][O:18][C:19]1[CH:20]=[CH:21][C:22]([CH2:23][O:24][CH2:25][C:26]2[C:30]([C:7]3[CH:14]=[CH:13][CH:12]=[CH:11][C:8]=3[C:9]#[N:10])=[C:29]([CH3:31])[O:28][N:27]=2)=[CH:32][CH:33]=1. Given the reactants C([O-])(=O)C.[K+].Br[C:7]1[CH:14]=[CH:13][CH:12]=[CH:11][C:8]=1[C:9]#[N:10].N#N.[CH3:17][O:18][C:19]1[CH:33]=[CH:32][C:22]([CH2:23][O:24][CH2:25][C:26]2[CH:30]=[C:29]([CH3:31])[O:28][N:27]=2)=[CH:21][CH:20]=1, predict the reaction product.